Dataset: Catalyst prediction with 721,799 reactions and 888 catalyst types from USPTO. Task: Predict which catalyst facilitates the given reaction. (1) Reactant: [CH3:1][C:2]1[NH:3][C:4]2[C:9]([CH:10]=1)=[CH:8][CH:7]=[CH:6][CH:5]=2.[Cl:11][C:12]1[C:13](=[O:20])[CH:14]=[C:15]([Cl:19])[C:16](=[O:18])[CH:17]=1.Cl.C(C1C(=O)C(Cl)=C(Cl)C(=O)C=1C#N)#N. Product: [Cl:11][C:12]1[C:13](=[O:20])[CH:14]=[C:15]([Cl:19])[C:16](=[O:18])[C:17]=1[C:10]1[C:9]2[C:4](=[CH:5][CH:6]=[CH:7][CH:8]=2)[NH:3][C:2]=1[CH3:1]. The catalyst class is: 49. (2) Reactant: [CH2:1]([O:3][C:4](=[O:19])[C:5]1[C:10]([O:11][C:12]2[CH:17]=[CH:16][CH:15]=[CH:14][CH:13]=2)=[CH:9][C:8](Cl)=[N:7][CH:6]=1)[CH3:2].[NH:20]1[CH2:25][CH2:24][O:23][CH2:22][CH2:21]1.C(N(CC)CC)C. Product: [CH2:1]([O:3][C:4](=[O:19])[C:5]1[C:10]([O:11][C:12]2[CH:17]=[CH:16][CH:15]=[CH:14][CH:13]=2)=[CH:9][C:8]([N:20]2[CH2:25][CH2:24][O:23][CH2:22][CH2:21]2)=[N:7][CH:6]=1)[CH3:2]. The catalyst class is: 7. (3) Reactant: [CH3:1][C:2]1([CH3:11])[CH:7]2[CH2:8][CH:3]1[CH2:4][CH:5]=[C:6]2[CH2:9][OH:10].C(N(C(C)C)CC)(C)C.[CH3:21][O:22][CH2:23]Cl.C(=O)([O-])O.[Na+]. Product: [CH3:21][O:22][CH2:23][O:10][CH2:9][C:6]1[CH:7]2[CH2:8][CH:3]([CH2:4][CH:5]=1)[C:2]2([CH3:11])[CH3:1]. The catalyst class is: 4.